This data is from CYP3A4 inhibition data for predicting drug metabolism from PubChem BioAssay. The task is: Regression/Classification. Given a drug SMILES string, predict its absorption, distribution, metabolism, or excretion properties. Task type varies by dataset: regression for continuous measurements (e.g., permeability, clearance, half-life) or binary classification for categorical outcomes (e.g., BBB penetration, CYP inhibition). Dataset: cyp3a4_veith. (1) The molecule is CCc1cc2c(nc1CC)CCN(CC/C(C)=N/O[C@@H]1O[C@H](COC(C)=O)[C@H](OC(C)=O)[C@H](OC(C)=O)[C@H]1OC(C)=O)C2. The result is 0 (non-inhibitor). (2) The drug is O=c1cnc2cnc(N3CCNCC3)nc2n1Cc1ccc(F)cc1. The result is 1 (inhibitor). (3) The molecule is CCCC[C@H]1C[C@@H]1[C@@H]1N(P(=O)(c2ccccc2)c2ccccc2)[C@](CO)(c2ccccc2)CC12CC2. The result is 1 (inhibitor). (4) The molecule is CCCCN(CC)S(=O)(=O)c1ccc(C(=O)Nc2nnc(CSC)o2)cc1. The result is 0 (non-inhibitor). (5) The compound is CC(C)c1ccc(-c2nn(-c3ccccc3)cc2C2C(C#N)=C(N)OC3=C2C(=O)CC(C)(C)C3)cc1. The result is 1 (inhibitor). (6) The molecule is Cc1ccc(C(=N)c2ccccc2Cc2cccc3ccccc23)c2ccccc12. The result is 1 (inhibitor). (7) The result is 0 (non-inhibitor). The drug is NS(=O)(=O)c1cc(C(=O)O)c(O)c2ccccc12. (8) The result is 1 (inhibitor). The drug is COC(=O)[C@H](C)[C@@H]1C[C@@]1(C)[C@@H](NC(=O)OCc1ccccc1)c1ccccc1.